Dataset: Catalyst prediction with 721,799 reactions and 888 catalyst types from USPTO. Task: Predict which catalyst facilitates the given reaction. (1) Reactant: [Cl:1][C:2]1[CH:7]=[CH:6][C:5]([S:8]([C:10]2[CH:11]=[CH:12][C:13]([CH2:25][O:26]COC)=[C:14]([B:16]3[O:20]C(C)(C)C(C)(C)O3)[CH:15]=2)=[O:9])=[CH:4][CH:3]=1. Product: [Cl:1][C:2]1[CH:3]=[CH:4][C:5]([S:8]([C:10]2[CH:11]=[CH:12][C:13]3[CH2:25][O:26][B:16]([OH:20])[C:14]=3[CH:15]=2)=[O:9])=[CH:6][CH:7]=1. The catalyst class is: 33. (2) Reactant: ClCCl.[Br:4][C:5]1[CH:10]=[C:9]([F:11])[C:8]([F:12])=[CH:7][C:6]=1[CH2:13][OH:14].C(=O)(O)[O-].[Na+]. Product: [Br:4][C:5]1[CH:10]=[C:9]([F:11])[C:8]([F:12])=[CH:7][C:6]=1[CH:13]=[O:14]. The catalyst class is: 28. (3) Reactant: [CH3:1][O:2][C:3]1[CH:4]=[C:5]([CH:11]2[CH2:16][CH:15]([C:17]([F:20])([F:19])[F:18])[N:14]3[N:21]=[C:22]([C:24](O)=[O:25])[CH:23]=[C:13]3[NH:12]2)[CH:6]=[CH:7][C:8]=1[O:9][CH3:10].[N:27]1([C:33]([O:35][C:36]([CH3:39])([CH3:38])[CH3:37])=[O:34])[CH2:32][CH2:31][NH:30][CH2:29][CH2:28]1.CN(C(ON1N=NC2C=CC=NC1=2)=[N+](C)C)C.F[P-](F)(F)(F)(F)F.C(N(CC)C(C)C)(C)C.CN(C=O)C. Product: [CH3:1][O:2][C:3]1[CH:4]=[C:5]([CH:11]2[CH2:16][CH:15]([C:17]([F:18])([F:20])[F:19])[N:14]3[N:21]=[C:22]([C:24]([N:30]4[CH2:29][CH2:28][N:27]([C:33]([O:35][C:36]([CH3:39])([CH3:38])[CH3:37])=[O:34])[CH2:32][CH2:31]4)=[O:25])[CH:23]=[C:13]3[NH:12]2)[CH:6]=[CH:7][C:8]=1[O:9][CH3:10]. The catalyst class is: 13. (4) Product: [CH3:1][O:2][C:3]1[CH:4]=[C:5]([CH:8]=[CH:9][C:10]=1[O:11][S:12]([C:15]1[CH:21]=[CH:20][C:18]([CH3:19])=[CH:17][CH:16]=1)(=[O:13])=[O:14])[CH2:6][OH:7]. Reactant: [CH3:1][O:2][C:3]1[CH:4]=[C:5]([CH:8]=[CH:9][C:10]=1[O:11][S:12]([C:15]1[CH:21]=[CH:20][C:18]([CH3:19])=[CH:17][CH:16]=1)(=[O:14])=[O:13])[CH:6]=[O:7].ClCCl.[BH4-].[Na+]. The catalyst class is: 5. (5) Reactant: [CH3:1][C:2]1[C:6]2[C:7]3[CH:24]=[CH:23][CH:22]=[CH:21][C:8]=3[C:9](=[O:20])[NH:10][C@@H:11]([CH2:12][C:13]([O:15][C:16](C)(C)C)=[O:14])[C:5]=2[O:4][N:3]=1.Cl. Product: [CH3:1][C:2]1[C:6]2[C:7]3[CH:24]=[CH:23][CH:22]=[CH:21][C:8]=3[C:9](=[O:20])[NH:10][C@@H:11]([CH2:12][C:13]([O:15][CH3:16])=[O:14])[C:5]=2[O:4][N:3]=1. The catalyst class is: 5. (6) Reactant: [OH:1][CH2:2][CH:3]1[CH2:9][C@H:8]2[N:10](C(OC(C)(C)C)=O)[C@H:5]([CH2:6][CH2:7]2)[CH2:4]1.Cl. Product: [CH:8]12[NH:10][CH:5]([CH2:6][CH2:7]1)[CH2:4][CH:3]([CH2:2][OH:1])[CH2:9]2. The catalyst class is: 12. (7) Reactant: [CH2:1](I)[CH3:2].C(=O)([O-])[O-].[K+].[K+].[CH2:10]([NH:17][C:18]1[C:23]([C:24]([N:26]([O:28][CH3:29])[CH3:27])=[O:25])=[CH:22][N:21]=[C:20]2[NH:30][N:31]=[CH:32][C:19]=12)[C:11]1[CH:16]=[CH:15][CH:14]=[CH:13][CH:12]=1. Product: [CH2:10]([NH:17][C:18]1[C:23]([C:24]([N:26]([O:28][CH3:29])[CH3:27])=[O:25])=[CH:22][N:21]=[C:20]2[N:30]([CH2:1][CH3:2])[N:31]=[CH:32][C:19]=12)[C:11]1[CH:12]=[CH:13][CH:14]=[CH:15][CH:16]=1. The catalyst class is: 35.